Dataset: Full USPTO retrosynthesis dataset with 1.9M reactions from patents (1976-2016). Task: Predict the reactants needed to synthesize the given product. (1) Given the product [Cl:31][C:28]1[CH:27]=[CH:26][C:25]([C:18]([N:13]2[C:14]3[C:10](=[C:9]([NH:8][C:6](=[O:7])[O:5][C:1]([CH3:4])([CH3:3])[CH3:2])[CH:17]=[CH:16][CH:15]=3)[CH:11]=[CH:12]2)([CH2:23][CH3:24])[CH2:19][OH:20])=[CH:30][CH:29]=1, predict the reactants needed to synthesize it. The reactants are: [C:1]([O:5][C:6]([NH:8][C:9]1[CH:17]=[CH:16][CH:15]=[C:14]2[C:10]=1[CH:11]=[CH:12][N:13]2[C:18]([C:25]1[CH:30]=[CH:29][C:28]([Cl:31])=[CH:27][CH:26]=1)([CH2:23][CH3:24])[C:19](OC)=[O:20])=[O:7])([CH3:4])([CH3:3])[CH3:2].[H-].[Al+3].[Li+].[H-].[H-].[H-].O. (2) Given the product [F:1][C:2]1[CH:7]=[CH:6][C:5]([CH2:8][C:9]2[CH:18]=[C:17]3[C:12]([C:13]([O-:34])=[C:14]([C:27]([NH:29][CH2:30][CH2:31][O:32][CH3:33])=[O:28])[C:15](=[O:26])[N:16]3[CH2:19][C:20]3[N:21]([CH3:25])[CH:22]=[CH:23][N:24]=3)=[N:11][CH:10]=2)=[CH:4][CH:3]=1.[Na+:36], predict the reactants needed to synthesize it. The reactants are: [F:1][C:2]1[CH:7]=[CH:6][C:5]([CH2:8][C:9]2[CH:18]=[C:17]3[C:12]([C:13]([OH:34])=[C:14]([C:27]([NH:29][CH2:30][CH2:31][O:32][CH3:33])=[O:28])[C:15](=[O:26])[N:16]3[CH2:19][C:20]3[N:21]([CH3:25])[CH:22]=[CH:23][N:24]=3)=[N:11][CH:10]=2)=[CH:4][CH:3]=1.[OH-].[Na+:36]. (3) Given the product [C:21]([C:18]1[CH:19]=[CH:20][C:15]([C:11]2[CH:12]=[C:13]3[C:8](=[CH:9][CH:10]=2)[N:7]([C:25]2[CH:26]=[CH:27][C:28]([O:31][CH:32]([CH3:33])[CH3:34])=[CH:29][CH:30]=2)[C:6]([C:4]([OH:5])=[O:3])=[CH:14]3)=[CH:16][CH:17]=1)([CH3:22])([CH3:24])[CH3:23], predict the reactants needed to synthesize it. The reactants are: C([O:3][C:4]([C:6]1[N:7]([C:25]2[CH:30]=[CH:29][C:28]([O:31][CH:32]([CH3:34])[CH3:33])=[CH:27][CH:26]=2)[C:8]2[C:13]([CH:14]=1)=[CH:12][C:11]([C:15]1[CH:20]=[CH:19][C:18]([C:21]([CH3:24])([CH3:23])[CH3:22])=[CH:17][CH:16]=1)=[CH:10][CH:9]=2)=[O:5])C.[OH-].[Na+].O.Cl. (4) The reactants are: [Br-:1].[Br-].[Br-].C1([N+](C)(C)C)C=CC=CC=1.C1([N+](C)(C)C)C=CC=CC=1.C1([N+](C)(C)C)C=CC=CC=1.[CH:34]([C:37]([C:39]1[CH:48]=[CH:47][C:46]2[C:41](=[CH:42][CH:43]=[CH:44][CH:45]=2)[CH:40]=1)=[O:38])([CH3:36])[CH3:35]. Given the product [CH:40]1[C:41]2[C:46](=[CH:45][CH:44]=[CH:43][CH:42]=2)[CH:47]=[CH:48][C:39]=1[C:37]([C:34]([Br:1])([CH3:36])[CH3:35])=[O:38], predict the reactants needed to synthesize it. (5) Given the product [CH2:1]([NH:8][C:9]1[C:10]2[N:11]([CH:29]=[CH:30][C:31]=2[C:32]2[CH:37]=[CH:36][CH:35]=[CH:34][CH:33]=2)[C:12]([C:15]2[CH:16]=[C:17]([S:21]([NH2:24])(=[O:22])=[O:23])[CH:18]=[N:19][CH:20]=2)=[N:13][N:14]=1)[C:2]1[CH:3]=[CH:4][CH:5]=[CH:6][CH:7]=1, predict the reactants needed to synthesize it. The reactants are: [CH2:1]([NH:8][C:9]1[C:10]2[N:11]([CH:29]=[CH:30][C:31]=2[C:32]2[CH:37]=[CH:36][CH:35]=[CH:34][CH:33]=2)[C:12]([C:15]2[CH:16]=[C:17]([S:21]([NH:24]C(C)(C)C)(=[O:23])=[O:22])[CH:18]=[N:19][CH:20]=2)=[N:13][N:14]=1)[C:2]1[CH:7]=[CH:6][CH:5]=[CH:4][CH:3]=1. (6) Given the product [N:1]1([CH2:5][C:6]2[N:10]([CH3:11])[N:9]=[C:8]([NH:12][C:14]3[C:15](=[O:22])[N:16]([CH3:21])[CH:17]=[C:18]([Br:20])[CH:19]=3)[CH:7]=2)[CH2:4][CH2:3][CH2:2]1, predict the reactants needed to synthesize it. The reactants are: [N:1]1([CH2:5][C:6]2[N:10]([CH3:11])[N:9]=[C:8]([NH2:12])[CH:7]=2)[CH2:4][CH2:3][CH2:2]1.Br[C:14]1[C:15](=[O:22])[N:16]([CH3:21])[CH:17]=[C:18]([Br:20])[CH:19]=1.C(=O)([O-])[O-].[Cs+].[Cs+].CC1(C)C2C(=C(P(C3C=CC=CC=3)C3C=CC=CC=3)C=CC=2)OC2C(P(C3C=CC=CC=3)C3C=CC=CC=3)=CC=CC1=2. (7) The reactants are: [H-].[Al+3].[Li+].[H-].[H-].[H-].[F:7][C:8]([F:24])([F:23])[C:9]1[CH:10]=[C:11]([C:15]2[N:20]=[CH:19][C:18]([CH:21]=[O:22])=[CH:17][CH:16]=2)[CH:12]=[CH:13][CH:14]=1.[OH-].[Na+]. Given the product [F:23][C:8]([F:7])([F:24])[C:9]1[CH:10]=[C:11]([C:15]2[N:20]=[CH:19][C:18]([CH2:21][OH:22])=[CH:17][CH:16]=2)[CH:12]=[CH:13][CH:14]=1, predict the reactants needed to synthesize it.